From a dataset of Peptide-MHC class II binding affinity with 134,281 pairs from IEDB. Regression. Given a peptide amino acid sequence and an MHC pseudo amino acid sequence, predict their binding affinity value. This is MHC class II binding data. (1) The peptide sequence is AAHRARANESATILM. The MHC is DRB5_0101 with pseudo-sequence DRB5_0101. The binding affinity (normalized) is 0.362. (2) The peptide sequence is AAAGAEAGKATTEEQ. The MHC is HLA-DPA10103-DPB10201 with pseudo-sequence HLA-DPA10103-DPB10201. The binding affinity (normalized) is 0. (3) The peptide sequence is NASHCNEMSWIQSIP. The binding affinity (normalized) is 0.388. The MHC is DRB4_0101 with pseudo-sequence DRB4_0103. (4) The peptide sequence is RNLKNAGLIVGQMIL. The MHC is DRB1_0405 with pseudo-sequence DRB1_0405. The binding affinity (normalized) is 0.396. (5) The MHC is HLA-DQA10501-DQB10302 with pseudo-sequence HLA-DQA10501-DQB10302. The peptide sequence is YGNGILVGDNSFVSA. The binding affinity (normalized) is 0.410. (6) The peptide sequence is VGYDDQESVKSKV. The MHC is DRB1_0101 with pseudo-sequence DRB1_0101. The binding affinity (normalized) is 0. (7) The peptide sequence is FHTMWHVTRGAVLTY. The MHC is DRB1_0701 with pseudo-sequence DRB1_0701. The binding affinity (normalized) is 0.940.